This data is from Forward reaction prediction with 1.9M reactions from USPTO patents (1976-2016). The task is: Predict the product of the given reaction. (1) Given the reactants [NH2:1][C:2]1[CH:7]=[CH:6][C:5]([N+:8]([O-:10])=[O:9])=[CH:4][N:3]=1.C(N(CC)CC)C.[C:18](Cl)(=[O:20])[CH3:19].C(OCC)(=O)C, predict the reaction product. The product is: [N+:8]([C:5]1[CH:6]=[CH:7][C:2]([NH:1][C:18](=[O:20])[CH3:19])=[N:3][CH:4]=1)([O-:10])=[O:9]. (2) Given the reactants [F:1][C:2]([F:20])([F:19])[C:3]1[CH:4]=[C:5]([NH2:18])[N:6]([C:8]2[CH:13]=[CH:12][CH:11]=[CH:10][C:9]=2[C:14]([F:17])([F:16])[F:15])[N:7]=1.CCN(C(C)C)C(C)C.[N:30]([C:33]1[CH:34]=[C:35]([C:39](=[O:41])[CH3:40])[CH:36]=[CH:37][CH:38]=1)=[C:31]=[O:32], predict the reaction product. The product is: [C:39]([C:35]1[CH:34]=[C:33]([NH:30][C:31]([NH:18][C:5]2[N:6]([C:8]3[CH:13]=[CH:12][CH:11]=[CH:10][C:9]=3[C:14]([F:16])([F:17])[F:15])[N:7]=[C:3]([C:2]([F:1])([F:19])[F:20])[CH:4]=2)=[O:32])[CH:38]=[CH:37][CH:36]=1)(=[O:41])[CH3:40].